Task: Regression. Given a peptide amino acid sequence and an MHC pseudo amino acid sequence, predict their binding affinity value. This is MHC class II binding data.. Dataset: Peptide-MHC class II binding affinity with 134,281 pairs from IEDB (1) The peptide sequence is IDGNCDGRGKSTRST. The MHC is HLA-DQA10601-DQB10402 with pseudo-sequence HLA-DQA10601-DQB10402. The binding affinity (normalized) is 0. (2) The peptide sequence is WEALKYLWNLLQYWGQELK. The MHC is H-2-IAb with pseudo-sequence H-2-IAb. The binding affinity (normalized) is 0.205. (3) The peptide sequence is ELQVIEKVDAAFKVA. The MHC is DRB1_1201 with pseudo-sequence DRB1_1201. The binding affinity (normalized) is 0.503. (4) The peptide sequence is VVDLSKMRAVWVDGK. The MHC is DRB1_1201 with pseudo-sequence DRB1_1201. The binding affinity (normalized) is 0.633. (5) The peptide sequence is QGQMVHQAISPRTLN. The binding affinity (normalized) is 0.763. The MHC is DRB5_0101 with pseudo-sequence DRB5_0101.